From a dataset of Reaction yield outcomes from USPTO patents with 853,638 reactions. Predict the reaction yield, written as a fraction of the theoretical maximum amount of product (1.0 means a 100% yield; for example, 0.34 means a 34% yield). The reactants are [CH3:1][C:2]1[CH:19]=[CH:18][C:5]([C:6]([NH:8][CH:9]([C:15](=[O:17])[CH3:16])[CH2:10][C:11]([O:13][CH3:14])=[O:12])=O)=[CH:4][CH:3]=1.OS(O)(=O)=O. The catalyst is C(OC(=O)C)(=O)C. The product is [CH3:16][C:15]1[O:17][C:6]([C:5]2[CH:18]=[CH:19][C:2]([CH3:1])=[CH:3][CH:4]=2)=[N:8][C:9]=1[CH2:10][C:11]([O:13][CH3:14])=[O:12]. The yield is 0.870.